This data is from Forward reaction prediction with 1.9M reactions from USPTO patents (1976-2016). The task is: Predict the product of the given reaction. (1) Given the reactants [Cl:1][C:2]1[CH:18]=[CH:17][CH:16]=[C:15]([Cl:19])[C:3]=1[CH2:4][N:5]1[C:9]([C:10](OCC)=[O:11])=[CH:8][N:7]=[CH:6]1.[H-].[Al+3].[Li+].[H-].[H-].[H-].C(C(C(C([O-])=O)O)O)([O-])=O.[Na+].[K+], predict the reaction product. The product is: [Cl:19][C:15]1[CH:16]=[CH:17][CH:18]=[C:2]([Cl:1])[C:3]=1[CH2:4][N:5]1[C:9]([CH2:10][OH:11])=[CH:8][N:7]=[CH:6]1. (2) Given the reactants [F:1][C:2]1[CH:13]=[CH:12][CH:11]=[C:10]([F:14])[C:3]=1[CH2:4][C@@H:5]([C:7]([OH:9])=[O:8])[NH2:6].[OH-].[Na+].[CH3:17][C:18]([O:21][C:22](O[C:22]([O:21][C:18]([CH3:20])([CH3:19])[CH3:17])=[O:23])=[O:23])([CH3:20])[CH3:19].Cl, predict the reaction product. The product is: [CH3:17][C:18]([O:21][C:22]([NH:6][C@H:5]([C:7]([OH:9])=[O:8])[CH2:4][C:3]1[C:2]([F:1])=[CH:13][CH:12]=[CH:11][C:10]=1[F:14])=[O:23])([CH3:20])[CH3:19]. (3) The product is: [Br:1][C:2]1[CH:15]=[C:14]2[C:5]([O:6][CH:7]3[C:12]([CH3:21])([C:13]2=[O:16])[CH2:11][C:10]2([O:20][CH2:19][CH2:18][O:17]2)[CH2:9][CH2:8]3)=[CH:4][CH:3]=1. Given the reactants [Br:1][C:2]1[CH:15]=[C:14]2[C:5]([O:6][CH:7]3[CH:12]([C:13]2=[O:16])[CH2:11][C:10]2([O:20][CH2:19][CH2:18][O:17]2)[CH2:9][CH2:8]3)=[CH:4][CH:3]=1.[CH3:21]C(C)([O-])C.[K+].IC.[Cl-].[NH4+], predict the reaction product. (4) Given the reactants [CH3:1][O:2][C:3]1[CH:10]=[CH:9][C:6]([CH:7]=O)=[C:5]([CH3:11])[CH:4]=1.[C:12]([CH2:14][C:15]([OH:17])=[O:16])#[N:13].C([O-])(=O)C.[NH4+].N1C=CC=CC=1, predict the reaction product. The product is: [C:12]([C:14](=[CH:7][C:6]1[CH:9]=[CH:10][C:3]([O:2][CH3:1])=[CH:4][C:5]=1[CH3:11])[C:15]([OH:17])=[O:16])#[N:13]. (5) Given the reactants C1(C)C=CC=C(C)C=1.CC1[C:15]2C[O:17][C:18](=[O:19])[C:14]=2[C:13](O[C@@H]2O[C@H](C(O)=O)[C@@H](O)[C@H](O)[C@H]2O)=[C:12](C/C=C(/CCC(O)=O)\C)[C:11]=1OC.Br.[C:45]([OH:48])(=[O:47])[CH3:46], predict the reaction product. The product is: [C:18]([OH:19])(=[O:17])[C:14]1[CH:13]=[CH:12][CH:11]=[C:46]([C:45]([OH:48])=[O:47])[CH:15]=1. (6) Given the reactants [NH2:1][S:2]([C:5]1[CH:6]=[CH:7][C:8]([N:11]2[C:15]([CH3:16])=[CH:14][C:13]([C:17](Cl)=[O:18])=[N:12]2)=[N:9][CH:10]=1)(=[O:4])=[O:3].[CH3:20][NH2:21], predict the reaction product. The product is: [NH2:1][S:2]([C:5]1[CH:6]=[CH:7][C:8]([N:11]2[C:15]([CH3:16])=[CH:14][C:13]([C:17]([NH:21][CH3:20])=[O:18])=[N:12]2)=[N:9][CH:10]=1)(=[O:4])=[O:3]. (7) The product is: [CH3:1][O:2][C:3](=[O:13])[C:4]1[C:9]([CH3:10])=[CH:8][CH:7]=[C:6]([CH3:11])[C:5]=1[N:12]=[C:15]=[O:17]. Given the reactants [CH3:1][O:2][C:3](=[O:13])[C:4]1[C:9]([CH3:10])=[CH:8][CH:7]=[C:6]([CH3:11])[C:5]=1[NH2:12].Cl[C:15](Cl)([O:17]C(=O)OC(Cl)(Cl)Cl)Cl, predict the reaction product. (8) The product is: [CH2:1]([C:8]1[NH:13][C:12]([C:14]2[CH:15]=[CH:16][C:17]([OH:20])=[CH:18][CH:19]=2)=[CH:11][N:10]2[C:23](=[O:24])[C:22]([CH2:26][CH2:27][CH3:28])=[N:21][C:9]=12)[C:2]1[CH:3]=[CH:4][CH:5]=[CH:6][CH:7]=1. Given the reactants [CH2:1]([C:8]1[C:9]([NH:21][CH:22]([CH2:26][CH2:27][CH3:28])[C:23](O)=[O:24])=[N:10][CH:11]=[C:12]([C:14]2[CH:19]=[CH:18][C:17]([OH:20])=[CH:16][CH:15]=2)[N:13]=1)[C:2]1[CH:7]=[CH:6][CH:5]=[CH:4][CH:3]=1.N1C=CC=CC=1.C1(N=C=NC2CCCCC2)CCCCC1, predict the reaction product.